From a dataset of Full USPTO retrosynthesis dataset with 1.9M reactions from patents (1976-2016). Predict the reactants needed to synthesize the given product. (1) Given the product [Br:1][C:2]1[CH:3]=[CH:4][C:5]([CH:8]([N:10]([CH3:15])[C:11](=[O:13])[CH3:12])[CH3:9])=[CH:6][CH:7]=1, predict the reactants needed to synthesize it. The reactants are: [Br:1][C:2]1[CH:7]=[CH:6][C:5]([CH:8]([NH:10][C:11](=[O:13])[CH3:12])[CH3:9])=[CH:4][CH:3]=1.I[CH3:15]. (2) Given the product [F:1][C:2]1[CH:3]=[C:4]([N:8]2[C:16]3[C:11](=[CH:12][CH:13]=[CH:14][CH:15]=3)[CH:10]=[C:9]2[CH:17]([OH:19])[CH3:18])[CH:5]=[CH:6][CH:7]=1, predict the reactants needed to synthesize it. The reactants are: [F:1][C:2]1[CH:3]=[C:4]([N:8]2[C:16]3[C:11](=[CH:12][CH:13]=[CH:14][CH:15]=3)[CH:10]=[C:9]2[C:17](=[O:19])[CH3:18])[CH:5]=[CH:6][CH:7]=1.[BH4-].[Na+]. (3) The reactants are: N([NH-])[C:2]1[CH:7]=[CH:6][CH:5]=[CH:4][CH:3]=1.[C:9](=[O:12])([O-])[O-:10].[K+].[K+].[CH3:15]I. Given the product [CH3:15][O:10][C:9](=[O:12])[C:2]1[CH:7]=[CH:6][CH:5]=[CH:4][CH:3]=1, predict the reactants needed to synthesize it. (4) Given the product [Cl:8][C:9]1[CH:14]=[CH:13][C:12]([C:15]2[CH:16]=[C:17]([NH:39][C:1](=[O:3])[CH3:2])[C:18]([C:21]#[C:22][C:23]3[CH:28]=[CH:27][C:26]([O:29][CH2:30][CH2:31][N:32]4[CH2:37][CH2:36][CH:35]([CH3:38])[CH2:34][CH2:33]4)=[CH:25][CH:24]=3)=[N:19][CH:20]=2)=[CH:11][CH:10]=1, predict the reactants needed to synthesize it. The reactants are: [C:1](OC(=O)C)(=[O:3])[CH3:2].[Cl:8][C:9]1[CH:14]=[CH:13][C:12]([C:15]2[CH:16]=[C:17]([NH2:39])[C:18]([C:21]#[C:22][C:23]3[CH:28]=[CH:27][C:26]([O:29][CH2:30][CH2:31][N:32]4[CH2:37][CH2:36][CH:35]([CH3:38])[CH2:34][CH2:33]4)=[CH:25][CH:24]=3)=[N:19][CH:20]=2)=[CH:11][CH:10]=1.C(N(CC)CC)C.